This data is from Full USPTO retrosynthesis dataset with 1.9M reactions from patents (1976-2016). The task is: Predict the reactants needed to synthesize the given product. (1) Given the product [C:1]([C:4]1[N:5]([C:9]([O:11][C:12]([CH3:15])([CH3:14])[CH3:13])=[O:10])[CH:6]=[CH:7][CH:8]=1)(=[O:3])[CH3:2], predict the reactants needed to synthesize it. The reactants are: [C:1]([C:4]1[NH:5][CH:6]=[CH:7][CH:8]=1)(=[O:3])[CH3:2].[C:9](O[C:9]([O:11][C:12]([CH3:15])([CH3:14])[CH3:13])=[O:10])([O:11][C:12]([CH3:15])([CH3:14])[CH3:13])=[O:10]. (2) Given the product [OH:15][C:16]1[CH:21]=[CH:20][C:19]([C:5]2[S:4][C:3]([CH:9]=[O:13])=[C:2]([C:31]3[CH:32]=[CH:33][C:28]([OH:27])=[CH:29][CH:30]=3)[C:6]=2[CH3:7])=[C:18]([CH3:25])[CH:17]=1, predict the reactants needed to synthesize it. The reactants are: Br[C:2]1[C:6]([CH3:7])=[C:5](I)[S:4][C:3]=1[CH:9]1[O:13]CCO1.C[O:15][C:16]1[CH:21]=[CH:20][C:19](B(O)O)=[C:18]([CH3:25])[CH:17]=1.C[O:27][C:28]1[CH:33]=[CH:32][C:31](B(O)O)=[CH:30][CH:29]=1. (3) Given the product [CH2:16]([O:11][C:4]1[CH:5]=[CH:6][C:7]([N+:8]([O-:10])=[O:9])=[C:2]([F:1])[CH:3]=1)[CH3:17], predict the reactants needed to synthesize it. The reactants are: [F:1][C:2]1[CH:3]=[C:4]([OH:11])[CH:5]=[CH:6][C:7]=1[N+:8]([O-:10])=[O:9].S(OCC)(O[CH2:16][CH3:17])(=O)=O.C([O-])([O-])=O.[K+].[K+]. (4) Given the product [CH:1]([N:4]1[CH2:9][CH2:8][N:7]([C:11]2[N:12]=[CH:13][C:14]([C:17]3[CH:18]=[CH:19][C:20]([C:21]#[N:22])=[CH:23][CH:24]=3)=[CH:15][N:16]=2)[CH2:6][CH2:5]1)([CH3:3])[CH3:2], predict the reactants needed to synthesize it. The reactants are: [CH:1]([N:4]1[CH2:9][CH2:8][NH:7][CH2:6][CH2:5]1)([CH3:3])[CH3:2].Cl[C:11]1[N:16]=[CH:15][C:14]([C:17]2[CH:24]=[CH:23][C:20]([C:21]#[N:22])=[CH:19][CH:18]=2)=[CH:13][N:12]=1. (5) Given the product [Cl:32][C:26]1[CH:27]=[C:28]([Cl:31])[CH:29]=[CH:30][C:25]=1[C:23](=[O:24])[CH2:22][NH:1][C:2]1[CH:3]=[C:4]([N:8]2[S:12](=[O:14])(=[O:13])[NH:11][C:10](=[O:15])[CH2:9]2)[CH:5]=[CH:6][CH:7]=1, predict the reactants needed to synthesize it. The reactants are: [NH2:1][C:2]1[CH:3]=[C:4]([N:8]2[S:12](=[O:14])(=[O:13])[NH:11][C:10](=[O:15])[CH2:9]2)[CH:5]=[CH:6][CH:7]=1.C([O-])(O)=O.[Na+].Br[CH2:22][C:23]([C:25]1[CH:30]=[CH:29][C:28]([Cl:31])=[CH:27][C:26]=1[Cl:32])=[O:24]. (6) The reactants are: [H-].[Na+].[CH3:3][N:4]([CH3:12])[C@H:5]1[CH2:10][CH2:9][C@H:8]([OH:11])[CH2:7][CH2:6]1.Cl[C:14]1[C:15]2[CH:22]=[C:21]([CH2:23][CH2:24][NH:25][C:26](=[O:32])[O:27][C:28]([CH3:31])([CH3:30])[CH3:29])[S:20][C:16]=2[N:17]=[CH:18][N:19]=1. Given the product [CH3:3][N:4]([CH3:12])[CH:5]1[CH2:10][CH2:9][CH:8]([O:11][C:14]2[C:15]3[CH:22]=[C:21]([CH2:23][CH2:24][NH:25][C:26](=[O:32])[O:27][C:28]([CH3:30])([CH3:29])[CH3:31])[S:20][C:16]=3[N:17]=[CH:18][N:19]=2)[CH2:7][CH2:6]1, predict the reactants needed to synthesize it.